The task is: Predict the reaction yield, written as a fraction of the theoretical maximum amount of product (1.0 means a 100% yield; for example, 0.34 means a 34% yield).. This data is from Reaction yield outcomes from USPTO patents with 853,638 reactions. (1) The reactants are [Na:1].N1(C(C[C@H](CO)OCP(O)(O)=O)=O)C=C(C)C(=O)NC1=O.[N:23]1([C:31]([CH2:33][C@H:34]([CH2:47][OH:48])[O:35][CH2:36][P:37]([O:43]C(C)C)([O:39]C(C)C)=[O:38])=[O:32])[CH:30]=[CH:29][C:27]([NH2:28])=[N:26][C:24]1=[O:25].I[Si](C)(C)C. No catalyst specified. The product is [Na:1].[N:23]1([C:31]([CH2:33][C@H:34]([CH2:47][OH:48])[O:35][CH2:36][P:37]([OH:39])([OH:43])=[O:38])=[O:32])[CH:30]=[CH:29][C:27]([NH2:28])=[N:26][C:24]1=[O:25]. The yield is 0.730. (2) The reactants are [CH:1]1([SH:6])CCC[CH2:2]1.FC1C=C(C)C=CC=1[N+]([O-])=[O:15].[CH:18]1([S:23]([C:26]2[CH:27]=[C:28]([CH3:35])[CH:29]=[CH:30][C:31]=2[N+:32]([O-])=O)(=[O:25])=[O:24])[CH2:22][CH2:21][CH2:20][CH2:19]1.C1(S(C2C=C(C)C=CC=2N)(=O)=O)CCCC1.[NH2:52][C:53]1SC=[CH:56][N:57]=1. No catalyst specified. The product is [CH:18]1([S:23]([C:26]2[CH:27]=[C:28]([CH3:35])[CH:29]=[CH:30][C:31]=2[NH:32][C:56]([NH:57][C:53]2[S:6][CH:1]=[CH:2][N:52]=2)=[O:15])(=[O:25])=[O:24])[CH2:22][CH2:21][CH2:20][CH2:19]1. The yield is 0.620.